This data is from Full USPTO retrosynthesis dataset with 1.9M reactions from patents (1976-2016). The task is: Predict the reactants needed to synthesize the given product. (1) The reactants are: C([Li])CCC.[CH2:6]([O:9][CH:10]1[CH2:15][CH2:14][CH2:13][CH2:12][O:11]1)[C:7]#[CH:8].Cl[Si:17]([CH3:25])([CH3:24])[CH2:18][CH2:19][C:20]([F:23])([F:22])[F:21]. Given the product [CH3:24][Si:17]([CH3:25])([C:8]#[C:7][CH2:6][O:9][CH:10]1[CH2:15][CH2:14][CH2:13][CH2:12][O:11]1)[CH2:18][CH2:19][C:20]([F:23])([F:22])[F:21], predict the reactants needed to synthesize it. (2) The reactants are: [CH:1]([O:3][CH2:4][CH3:5])=[CH2:2].Cl[C:7](=[O:13])[C:8]([O:10][CH2:11][CH3:12])=[O:9].N1C=CC=CC=1.O. Given the product [CH2:1]([O:3][CH:4]=[CH:5][C:7](=[O:13])[C:8]([O:10][CH2:11][CH3:12])=[O:9])[CH3:2], predict the reactants needed to synthesize it.